This data is from Full USPTO retrosynthesis dataset with 1.9M reactions from patents (1976-2016). The task is: Predict the reactants needed to synthesize the given product. (1) Given the product [Br:26][CH2:21][CH2:20][O:19][C:15]1[C:16]([CH3:18])=[CH:17][C:12]([C:6]2[NH:5][C:4](=[O:24])[C:3]3[C:8](=[CH:9][CH:10]=[CH:11][C:2]=3[Cl:1])[N:7]=2)=[CH:13][C:14]=1[CH3:23], predict the reactants needed to synthesize it. The reactants are: [Cl:1][C:2]1[CH:11]=[CH:10][CH:9]=[C:8]2[C:3]=1[C:4](=[O:24])[NH:5][C:6]([C:12]1[CH:17]=[C:16]([CH3:18])[C:15]([O:19][CH2:20][CH2:21]O)=[C:14]([CH3:23])[CH:13]=1)=[N:7]2.C(Br)(Br)(Br)[Br:26].C1(P(C2C=CC=CC=2)C2C=CC=CC=2)C=CC=CC=1. (2) Given the product [CH2:33]([C:30]1[CH:29]=[N:28][C:27]([N:23]2[CH2:24][CH2:25][CH:20]([CH2:19][O:18][C:15]3[CH:16]=[CH:17][C:12]([C:9]4[CH:8]=[CH:7][C:6]([S:3]([CH3:2])(=[O:5])=[O:4])=[CH:11][CH:10]=4)=[CH:13][CH:14]=3)[CH2:21][CH2:22]2)=[N:32][CH:31]=1)[CH3:34], predict the reactants needed to synthesize it. The reactants are: Cl.[CH3:2][S:3]([C:6]1[CH:11]=[CH:10][C:9]([C:12]2[CH:17]=[CH:16][C:15]([O:18][CH2:19][CH:20]3[CH2:25][CH2:24][NH:23][CH2:22][CH2:21]3)=[CH:14][CH:13]=2)=[CH:8][CH:7]=1)(=[O:5])=[O:4].Cl[C:27]1[N:32]=[CH:31][C:30]([CH2:33][CH3:34])=[CH:29][N:28]=1.C(N(C(C)C)CC)(C)C. (3) Given the product [CH3:1][O:2][C:3]1[CH:4]=[C:5]([C:9]2[CH:10]=[C:11]3[C:16](=[CH:17][CH:18]=2)[N:15]=[C:14]([CH:19]=[O:21])[CH:13]=[CH:12]3)[CH:6]=[N:7][CH:8]=1, predict the reactants needed to synthesize it. The reactants are: [CH3:1][O:2][C:3]1[CH:4]=[C:5]([C:9]2[CH:10]=[C:11]3[C:16](=[CH:17][CH:18]=2)[N:15]=[C:14]([CH3:19])[CH:13]=[CH:12]3)[CH:6]=[N:7][CH:8]=1.[Se](=O)=[O:21]. (4) Given the product [O:24]=[C:16]1[C:17]2[CH:18]=[CH:19][CH:20]=[C:21]3[NH:23][CH:11]([C:7]4[CH:6]=[C:5]([CH:10]=[CH:9][CH:8]=4)[CH:4]=[O:3])[CH:12]([C:25]4[CH:30]=[CH:29][CH:28]=[CH:27][CH:26]=4)[C:13]([C:22]=23)=[N:14][NH:15]1, predict the reactants needed to synthesize it. The reactants are: C([O:3][CH:4](OCC)[C:5]1[CH:6]=[C:7]([CH:11]2[NH:23][C:21]3[C:22]4[C:13](=[N:14][NH:15][C:16](=[O:24])[C:17]=4[CH:18]=[CH:19][CH:20]=3)[CH:12]2[C:25]2[CH:30]=[CH:29][CH:28]=[CH:27][CH:26]=2)[CH:8]=[CH:9][CH:10]=1)C.C(=O)([O-])[O-].[K+].[K+]. (5) Given the product [F:18][C:19]1[CH:20]=[CH:21][C:22]([OH:25])=[C:23]([C:9](=[O:11])[CH2:8][C:3]2[CH:4]=[CH:5][CH:6]=[CH:7][C:2]=2[F:1])[CH:24]=1, predict the reactants needed to synthesize it. The reactants are: [F:1][C:2]1[CH:7]=[CH:6][CH:5]=[CH:4][C:3]=1[CH2:8][C:9]([OH:11])=O.C(Cl)(=O)C(Cl)=O.[F:18][C:19]1[CH:24]=[CH:23][C:22]([O:25]C)=[CH:21][CH:20]=1.[Al+3].[Cl-].[Cl-].[Cl-]. (6) Given the product [CH2:1]([C:4]1[CH:5]=[C:6]([CH:9]=[CH:10][C:11]=1[O:12][CH2:26][CH2:25][C:15]1[N:16]=[C:17]([C:19]2[CH:24]=[CH:23][CH:22]=[CH:21][CH:20]=2)[O:18][C:14]=1[CH3:13])[CH:7]=[O:8])[CH:2]=[CH2:3], predict the reactants needed to synthesize it. The reactants are: [CH2:1]([C:4]1[CH:5]=[C:6]([CH:9]=[CH:10][C:11]=1[OH:12])[CH:7]=[O:8])[CH:2]=[CH2:3].[CH3:13][C:14]1[O:18][C:17]([C:19]2[CH:24]=[CH:23][CH:22]=[CH:21][CH:20]=2)=[N:16][C:15]=1[CH2:25][CH2:26]OS(C)(=O)=O. (7) Given the product [C:21]([C:20]1[C:15]([NH:14][C:12]([C:8]2[C:4]3[N:5]=[CH:6][N:7]=[C:2]([NH2:1])[C:3]=3[N:11]=[CH:10][CH:9]=2)=[O:13])=[C:16]([F:40])[C:17]([NH:23][S:24]([CH2:27][CH2:28][CH2:29][F:30])(=[O:26])=[O:25])=[CH:18][CH:19]=1)(=[O:44])[NH2:22], predict the reactants needed to synthesize it. The reactants are: [NH2:1][C:2]1[C:3]2[N:11]=[CH:10][CH:9]=[C:8]([C:12]([NH:14][C:15]3[C:20]([C:21]#[N:22])=[CH:19][CH:18]=[C:17]([N:23](CC4C=CC(OC)=CC=4)[S:24]([CH2:27][CH2:28][CH2:29][F:30])(=[O:26])=[O:25])[C:16]=3[F:40])=[O:13])[C:4]=2[N:5]=[CH:6][N:7]=1.FC(F)(F)C(O)=[O:44].